From a dataset of Peptide-MHC class II binding affinity with 134,281 pairs from IEDB. Regression. Given a peptide amino acid sequence and an MHC pseudo amino acid sequence, predict their binding affinity value. This is MHC class II binding data. (1) The peptide sequence is GAEVHIGNGGPCLFM. The MHC is DRB1_1501 with pseudo-sequence DRB1_1501. The binding affinity (normalized) is 0.347. (2) The peptide sequence is FAVVDLNKMRAVWVD. The MHC is DRB1_0405 with pseudo-sequence DRB1_0405. The binding affinity (normalized) is 0.330. (3) The peptide sequence is ASPWSWPDLDLKPGA. The binding affinity (normalized) is 0.123. The MHC is DRB1_0802 with pseudo-sequence DRB1_0802. (4) The peptide sequence is KGSNPNYLALLVKFV. The MHC is DRB1_0404 with pseudo-sequence DRB1_0404. The binding affinity (normalized) is 0.716. (5) The peptide sequence is LWQLNGRLEYCLKDR. The MHC is DRB1_0901 with pseudo-sequence DRB1_0901. The binding affinity (normalized) is 0.209. (6) The peptide sequence is QRAAEPWRDDQRSRS. The MHC is DRB1_0401 with pseudo-sequence DRB1_0401. The binding affinity (normalized) is 0.343. (7) The peptide sequence is EHEILNDSGETVKCR. The MHC is HLA-DQA10501-DQB10302 with pseudo-sequence HLA-DQA10501-DQB10302. The binding affinity (normalized) is 0.